From a dataset of Catalyst prediction with 721,799 reactions and 888 catalyst types from USPTO. Predict which catalyst facilitates the given reaction. Reactant: [N:1]1[CH:6]=[C:5]([C:7]2[N:12]=[CH:11][C:10]3[CH:13]=[N:14][N:15]([C:16]4[N:21]=[C:20]([N:22]5[CH2:28][CH2:27][CH2:26][N:25](C(OC(C)(C)C)=O)[CH2:24][CH2:23]5)[CH:19]=[CH:18][CH:17]=4)[C:9]=3[CH:8]=2)[CH:4]=[N:3][CH:2]=1.Cl. Product: [N:22]1([C:20]2[N:21]=[C:16]([N:15]3[C:9]4[CH:8]=[C:7]([C:5]5[CH:4]=[N:3][CH:2]=[N:1][CH:6]=5)[N:12]=[CH:11][C:10]=4[CH:13]=[N:14]3)[CH:17]=[CH:18][CH:19]=2)[CH2:28][CH2:27][CH2:26][NH:25][CH2:24][CH2:23]1. The catalyst class is: 5.